This data is from Forward reaction prediction with 1.9M reactions from USPTO patents (1976-2016). The task is: Predict the product of the given reaction. (1) Given the reactants C(#N)C.N(OC(C)(C)C)=O.N[C:12]1[C:20]2[C:15](=[N:16][C:17]([CH3:23])=[C:18]([Cl:22])[C:19]=2[CH3:21])[S:14][C:13]=1[C:24]([O:26][CH3:27])=[O:25].[ClH:28], predict the reaction product. The product is: [Cl:28][C:12]1[C:20]2[C:15](=[N:16][C:17]([CH3:23])=[C:18]([Cl:22])[C:19]=2[CH3:21])[S:14][C:13]=1[C:24]([O:26][CH3:27])=[O:25]. (2) Given the reactants [F:1][C:2]([F:12])([F:11])[O:3][C:4]1[CH:10]=[CH:9][C:7]([NH2:8])=[CH:6][CH:5]=1.[Cl:13]N1C(=O)CCC1=O, predict the reaction product. The product is: [Cl:13][C:9]1[CH:10]=[C:4]([O:3][C:2]([F:11])([F:12])[F:1])[CH:5]=[CH:6][C:7]=1[NH2:8]. (3) The product is: [F:10][C:7]1[CH:8]=[CH:9][C:2]([O:14][CH2:13][C:12]([F:16])([F:15])[F:11])=[C:3]([CH:6]=1)[C:4]#[N:5]. Given the reactants F[C:2]1[CH:9]=[CH:8][C:7]([F:10])=[CH:6][C:3]=1[C:4]#[N:5].[F:11][C:12]([F:16])([F:15])[CH2:13][OH:14], predict the reaction product. (4) Given the reactants C[O:2]C1C(OC)=CC2N(C)C(=O)CN=C(C3C=C(C=CC=3)C#N)C=2C=1.[CH3:26][O:27][C:28]1[C:33]2[C:34]([C:41]3[CH:42]=[C:43]([CH:46]=[CH:47][CH:48]=3)[C:44]#[N:45])=[N:35][CH2:36][C:37](=[O:40])[N:38]([CH3:39])[C:32]=2[CH:31]=[C:30]([O:49][CH3:50])[CH:29]=1, predict the reaction product. The product is: [CH3:26][O:27][C:28]1[C:33]2[C:34]([C:41]3[CH:42]=[C:43]([CH:46]=[CH:47][CH:48]=3)[C:44]([NH2:45])=[O:2])=[N:35][CH2:36][C:37](=[O:40])[N:38]([CH3:39])[C:32]=2[CH:31]=[C:30]([O:49][CH3:50])[CH:29]=1. (5) The product is: [CH3:15][Si:14]([C:12]#[C:13][C:2]1[CH:3]=[C:4]([CH:9]=[CH:10][N:11]=1)[C:5]([O:7][CH3:8])=[O:6])([CH3:17])[CH3:16]. Given the reactants Br[C:2]1[CH:3]=[C:4]([CH:9]=[CH:10][N:11]=1)[C:5]([O:7][CH3:8])=[O:6].[C:12]([Si:14]([CH3:17])([CH3:16])[CH3:15])#[CH:13].C(NC(C)C)(C)C, predict the reaction product.